From a dataset of Catalyst prediction with 721,799 reactions and 888 catalyst types from USPTO. Predict which catalyst facilitates the given reaction. Reactant: Cl[CH2:2][CH2:3][CH2:4][O:5][C:6]1[CH:15]=[C:14]2[C:9]([C:10]([O:16][C:17]3[CH:22]=[CH:21][C:20]([CH3:23])=[CH:19][C:18]=3[C:24]([C:26]3[CH:31]=[CH:30][CH:29]=[CH:28][CH:27]=3)=[O:25])=[CH:11][CH:12]=[N:13]2)=[CH:8][C:7]=1[O:32][CH3:33].[NH:34]1[CH2:39][CH2:38][O:37][CH2:36][CH2:35]1.C(=O)([O-])[O-].[K+].[K+].O. Product: [CH3:23][C:20]1[CH:21]=[CH:22][C:17]([O:16][C:10]2[C:9]3[C:14](=[CH:15][C:6]([O:5][CH2:4][CH2:3][CH2:2][N:34]4[CH2:39][CH2:38][O:37][CH2:36][CH2:35]4)=[C:7]([O:32][CH3:33])[CH:8]=3)[N:13]=[CH:12][CH:11]=2)=[C:18]([C:24]([C:26]2[CH:27]=[CH:28][CH:29]=[CH:30][CH:31]=2)=[O:25])[CH:19]=1. The catalyst class is: 9.